This data is from Forward reaction prediction with 1.9M reactions from USPTO patents (1976-2016). The task is: Predict the product of the given reaction. (1) Given the reactants FC(F)(F)C(O)=O.[CH2:8]([O:15][C:16](=[O:32])[CH2:17][C@@H:18]([NH2:31])[C:19]([NH:21][C@H:22]([C:27](=[O:30])[NH:28][CH3:29])[C:23]([CH3:26])([CH3:25])[CH3:24])=[O:20])[C:9]1[CH:14]=[CH:13][CH:12]=[CH:11][CH:10]=1.CO[CH:35]1[CH:39]([C:40]2[CH:45]=[CH:44][CH:43]=[CH:42][CH:41]=2)[CH2:38][CH:37](OC)O1.FC(F)(F)C(O)=O.O, predict the reaction product. The product is: [CH2:8]([O:15][C:16](=[O:32])[CH2:17][C@@H:18]([N:31]1[CH:37]=[CH:38][C:39]([C:40]2[CH:45]=[CH:44][CH:43]=[CH:42][CH:41]=2)=[CH:35]1)[C:19]([NH:21][C@H:22]([C:27](=[O:30])[NH:28][CH3:29])[C:23]([CH3:25])([CH3:26])[CH3:24])=[O:20])[C:9]1[CH:10]=[CH:11][CH:12]=[CH:13][CH:14]=1. (2) Given the reactants [OH:1][C@@H:2]1[C@H:6]2[N:7]([C:21]([O:23][C:24]([CH3:27])([CH3:26])[CH3:25])=[O:22])[CH2:8][C@@H:9](OS(C3C=CC(C)=CC=3)(=O)=O)[C@H:5]2[O:4][CH2:3]1.[CH3:28][S-:29].[Na+].[Cl-].[NH4+], predict the reaction product. The product is: [OH:1][C@@H:2]1[C@H:6]2[N:7]([C:21]([O:23][C:24]([CH3:25])([CH3:26])[CH3:27])=[O:22])[CH2:8][C@H:9]([S:29][CH3:28])[C@H:5]2[O:4][CH2:3]1.